Dataset: Reaction yield outcomes from USPTO patents with 853,638 reactions. Task: Predict the reaction yield, written as a fraction of the theoretical maximum amount of product (1.0 means a 100% yield; for example, 0.34 means a 34% yield). (1) The reactants are COC(=O)[NH:4][CH2:5][CH:6]=[CH:7][C:8]1[NH:9][CH:10]([NH2:13])[NH:11][CH:12]=1. The catalyst is [OH-].[Na+]. The product is [NH:9]1[C:8]2[C:12](=[N:4][CH:5]=[CH:6][CH:7]=2)[N:11]=[C:10]1[NH2:13]. The yield is 0.310. (2) The reactants are Cl.Cl.[S:3]1[CH:7]=[C:6]([CH2:8][N:9]2[CH2:13][C@@H:12]([C:14]3[CH:19]=[CH:18][C:17]([F:20])=[C:16]([F:21])[CH:15]=3)[C@H:11]([NH2:22])[CH2:10]2)[N:5]=[N:4]1.[C:23]1([N:29]2[C:33]([NH:34][C:35](=O)[O:36]C3C=CC=CC=3)=[C:32]3[CH2:44][CH2:45][CH2:46][C:31]3=[N:30]2)[CH:28]=[CH:27][CH:26]=[CH:25][CH:24]=1.CCN(C(C)C)C(C)C. The yield is 0.930. The product is [S:3]1[CH:7]=[C:6]([CH2:8][N:9]2[CH2:13][C@@H:12]([C:14]3[CH:19]=[CH:18][C:17]([F:20])=[C:16]([F:21])[CH:15]=3)[C@H:11]([NH:22][C:35]([NH:34][C:33]3[N:29]([C:23]4[CH:24]=[CH:25][CH:26]=[CH:27][CH:28]=4)[N:30]=[C:31]4[CH2:46][CH2:45][CH2:44][C:32]=34)=[O:36])[CH2:10]2)[N:5]=[N:4]1. The catalyst is CN(C=O)C. (3) The reactants are [H-].[Na+].[C:3]([O:11][CH2:12][CH3:13])(=[O:10])[CH2:4][C:5]([O:7][CH2:8][CH3:9])=[O:6].[N+:14]([C:17]1[CH:22]=[CH:21][C:20]([CH2:23][CH2:24][CH2:25]Br)=[CH:19][CH:18]=1)([O-:16])=[O:15]. The catalyst is C1COCC1. The product is [N+:14]([C:17]1[CH:22]=[CH:21][C:20]([CH2:23][CH2:24][CH2:25][CH:4]([C:5]([O:7][CH2:8][CH3:9])=[O:6])[C:3]([O:11][CH2:12][CH3:13])=[O:10])=[CH:19][CH:18]=1)([O-:16])=[O:15]. The yield is 0.700. (4) The reactants are [H-].[Na+].[F:3][C:4]([F:19])([F:18])[C:5]([NH:7][CH2:8][C:9]1[CH:14]=[CH:13][CH:12]=[C:11]([N+:15]([O-:17])=[O:16])[CH:10]=1)=[O:6].[CH3:20]I. The catalyst is O1CCCC1. The product is [F:3][C:4]([F:18])([F:19])[C:5]([N:7]([CH3:20])[CH2:8][C:9]1[CH:14]=[CH:13][CH:12]=[C:11]([N+:15]([O-:17])=[O:16])[CH:10]=1)=[O:6]. The yield is 0.690.